From a dataset of Catalyst prediction with 721,799 reactions and 888 catalyst types from USPTO. Predict which catalyst facilitates the given reaction. Reactant: [CH3:1][N:2]1[C:10]2[CH:9]3[CH2:11][CH:7]([C:8]3([CH3:13])[CH3:12])[CH2:6][C:5]=2[C:4]([C:14](OCC)=[O:15])=[N:3]1.[H-].[Al+3].[Li+].[H-].[H-].[H-]. Product: [CH3:1][N:2]1[C:10]2[CH:9]3[C:8]([CH3:13])([CH3:12])[CH:7]([CH2:11]3)[CH2:6][C:5]=2[C:4]([CH2:14][OH:15])=[N:3]1. The catalyst class is: 7.